Predict which catalyst facilitates the given reaction. From a dataset of Catalyst prediction with 721,799 reactions and 888 catalyst types from USPTO. (1) Reactant: Br[CH2:2][C:3]([N:5]1[CH:11]([CH3:12])[CH2:10][C:9]2[CH:13]=[C:14]3[O:19][CH2:18][O:17][C:15]3=[CH:16][C:8]=2[C:7]([C:20]2[CH:25]=[CH:24][C:23]([N+:26]([O-:28])=[O:27])=[CH:22][CH:21]=2)=[N:6]1)=O.[C:29]([NH2:32])(=[S:31])[CH3:30].O. Product: [CH3:12][CH:11]1[CH2:10][C:9]2[CH:13]=[C:14]3[O:19][CH2:18][O:17][C:15]3=[CH:16][C:8]=2[C:7]([C:20]2[CH:25]=[CH:24][C:23]([N+:26]([O-:28])=[O:27])=[CH:22][CH:21]=2)=[N:6][N:5]1[C:3]1[N:32]=[C:29]([CH3:30])[S:31][CH:2]=1. The catalyst class is: 9. (2) Reactant: C([O:3][C:4]([CH2:6][N:7]1[C:12](=[O:13])[CH:11]=[C:10]([NH:14][C:15]2[CH:20]=[CH:19][C:18]([CH3:21])=[C:17]([CH2:22][CH3:23])[CH:16]=2)[NH:9][C:8]1=[O:24])=[O:5])C.[OH-].[K+]. Product: [C:4]([CH2:6][N:7]1[C:12](=[O:13])[CH:11]=[C:10]([NH:14][C:15]2[CH:20]=[CH:19][C:18]([CH3:21])=[C:17]([CH2:22][CH3:23])[CH:16]=2)[NH:9][C:8]1=[O:24])([OH:5])=[O:3]. The catalyst class is: 72. (3) Reactant: [Br:1][CH:2]1[C:7](=[O:8])[C:6]([CH:9](O)[C:10]2[CH:15]=[CH:14][CH:13]=[CH:12][CH:11]=2)=[CH:5][N:4]=[CH:3]1.C(O)(C(F)(F)F)=O.[SiH](CC)(CC)CC. Product: [CH2:9]([CH:6]1[C:7](=[O:8])[C:2]([Br:1])=[CH:3][N:4]=[CH:5]1)[C:10]1[CH:11]=[CH:12][CH:13]=[CH:14][CH:15]=1. The catalyst class is: 4. (4) Product: [Cl:12][C:10]1[CH:11]=[C:2]([NH:1][CH2:32][C:29]2[CH:28]=[N:27][C:26]([S:25][CH3:24])=[N:31][CH:30]=2)[CH:3]=[C:4]2[C:9]=1[N:8]=[CH:7][C:6]([C:13]#[N:14])=[C:5]2[NH:15][C:16]1[CH:21]=[CH:20][C:19]([F:22])=[C:18]([Cl:23])[CH:17]=1. Reactant: [NH2:1][C:2]1[CH:3]=[C:4]2[C:9](=[C:10]([Cl:12])[CH:11]=1)[N:8]=[CH:7][C:6]([C:13]#[N:14])=[C:5]2[NH:15][C:16]1[CH:21]=[CH:20][C:19]([F:22])=[C:18]([Cl:23])[CH:17]=1.[CH3:24][S:25][C:26]1[N:31]=[CH:30][C:29]([CH:32]=O)=[CH:28][N:27]=1.[BH3-]C#N.[Na+]. The catalyst class is: 14. (5) Reactant: [C:1]([O:5][C:6]([N:8]1[CH2:13][CH2:12][C@@H:11]([O:14][C:15]2[CH:16]=[C:17]3[C:22](=[CH:23][C:24]=2[O:25][CH3:26])[N:21]=[CH:20][N:19]=[C:18]3[NH:27][C:28]2[CH:33]=[CH:32][CH:31]=[C:30]([Cl:34])[C:29]=2[F:35])[CH2:10][C@@H:9]1[C:36]([OH:38])=O)=[O:7])([CH3:4])([CH3:3])[CH3:2].C[N:40]1CCOCC1.N. Product: [NH2:40][C:36]([C@H:9]1[CH2:10][C@H:11]([O:14][C:15]2[CH:16]=[C:17]3[C:22](=[CH:23][C:24]=2[O:25][CH3:26])[N:21]=[CH:20][N:19]=[C:18]3[NH:27][C:28]2[CH:33]=[CH:32][CH:31]=[C:30]([Cl:34])[C:29]=2[F:35])[CH2:12][CH2:13][N:8]1[C:6]([O:5][C:1]([CH3:3])([CH3:4])[CH3:2])=[O:7])=[O:38]. The catalyst class is: 76. (6) Reactant: [Cl:1][C:2]1[CH:7]=[CH:6][CH:5]=[CH:4][C:3]=1[C@H:8]([N:13]1[CH2:18][CH2:17][CH:16]2[S:19][C:20](=[O:22])[CH:21]=[C:15]2[CH2:14]1)[C:9]([O:11][CH3:12])=[O:10].[C:23](O[C:23](=[O:27])[CH2:24][CH2:25][CH3:26])(=[O:27])[CH2:24][CH2:25][CH3:26]. Product: [C:23]([O:22][C:20]1[S:19][C:16]2[CH2:17][CH2:18][N:13]([C@@H:8]([C:3]3[CH:4]=[CH:5][CH:6]=[CH:7][C:2]=3[Cl:1])[C:9]([O:11][CH3:12])=[O:10])[CH2:14][C:15]=2[CH:21]=1)(=[O:27])[CH2:24][CH2:25][CH3:26]. The catalyst class is: 5. (7) Reactant: FC(F)(F)C(O)=O.[Cl:8][C:9]1[CH:10]=[CH:11][C:12]([CH2:15][O:16][C:17]2[CH:22]=[CH:21][N:20]([C:23]3[CH:28]=[CH:27][C:26]([O:29][C@@H:30]4[CH2:34][CH2:33][N:32](C(OC(C)(C)C)=O)[CH2:31]4)=[CH:25][CH:24]=3)[C:19](=[O:42])[CH:18]=2)=[N:13][CH:14]=1. Product: [Cl:8][C:9]1[CH:10]=[CH:11][C:12]([CH2:15][O:16][C:17]2[CH:22]=[CH:21][N:20]([C:23]3[CH:24]=[CH:25][C:26]([O:29][C@@H:30]4[CH2:34][CH2:33][NH:32][CH2:31]4)=[CH:27][CH:28]=3)[C:19](=[O:42])[CH:18]=2)=[N:13][CH:14]=1. The catalyst class is: 22.